Dataset: Full USPTO retrosynthesis dataset with 1.9M reactions from patents (1976-2016). Task: Predict the reactants needed to synthesize the given product. (1) Given the product [C:26]([C:24]1[N:25]=[C:20]([NH:1][C:2]2[S:6][N:5]=[C:4]([CH3:7])[C:3]=2[C:8]([NH:10][C:11]2[CH:12]=[N:13][C:14]([O:17][CH3:18])=[CH:15][CH:16]=2)=[O:9])[CH:21]=[CH:22][CH:23]=1)#[N:27], predict the reactants needed to synthesize it. The reactants are: [NH2:1][C:2]1[S:6][N:5]=[C:4]([CH3:7])[C:3]=1[C:8]([NH:10][C:11]1[CH:12]=[N:13][C:14]([O:17][CH3:18])=[CH:15][CH:16]=1)=[O:9].Cl[C:20]1[N:25]=[C:24]([C:26]#[N:27])[CH:23]=[CH:22][CH:21]=1.C(=O)([O-])[O-].[Cs+].[Cs+].CC1(C)C2C(=C(P(C3C=CC=CC=3)C3C=CC=CC=3)C=CC=2)OC2C(P(C3C=CC=CC=3)C3C=CC=CC=3)=CC=CC1=2. (2) Given the product [C:24]([N:28]1[C:32]([C:33]2[CH:34]=[CH:35][C:36]([CH3:39])=[CH:37][CH:38]=2)=[CH:31][C:30]([CH2:40][NH:21][CH2:20][CH2:19][N:16]2[CH2:15][CH2:14][N:13]([CH:6]([C:7]3[CH:8]=[CH:9][CH:10]=[CH:11][CH:12]=3)[C:5]3[CH:4]=[CH:3][C:2]([Cl:1])=[CH:23][CH:22]=3)[CH2:18][CH2:17]2)=[N:29]1)([CH3:27])([CH3:26])[CH3:25], predict the reactants needed to synthesize it. The reactants are: [Cl:1][C:2]1[CH:23]=[CH:22][C:5]([CH:6]([N:13]2[CH2:18][CH2:17][N:16]([CH2:19][CH2:20][NH2:21])[CH2:15][CH2:14]2)[C:7]2[CH:12]=[CH:11][CH:10]=[CH:9][CH:8]=2)=[CH:4][CH:3]=1.[C:24]([N:28]1[C:32]([C:33]2[CH:38]=[CH:37][C:36]([CH3:39])=[CH:35][CH:34]=2)=[CH:31][C:30]([CH:40]=O)=[N:29]1)([CH3:27])([CH3:26])[CH3:25].